Task: Predict the reactants needed to synthesize the given product.. Dataset: Full USPTO retrosynthesis dataset with 1.9M reactions from patents (1976-2016) Given the product [Cl:17][C:15]1[CH:14]=[CH:13][C:3]([O:4][CH2:5][C:6]([O:8][C:9]([CH3:12])([CH3:11])[CH3:10])=[O:7])=[C:2]([C:24]2[CH:25]=[CH:26][C:21]([S:20][CH2:18][CH3:19])=[CH:22][CH:23]=2)[CH:16]=1, predict the reactants needed to synthesize it. The reactants are: Br[C:2]1[CH:16]=[C:15]([Cl:17])[CH:14]=[CH:13][C:3]=1[O:4][CH2:5][C:6]([O:8][C:9]([CH3:12])([CH3:11])[CH3:10])=[O:7].[CH2:18]([S:20][C:21]1[CH:26]=[CH:25][C:24](B(O)O)=[CH:23][CH:22]=1)[CH3:19].[F-].[Cs+].